Dataset: Reaction yield outcomes from USPTO patents with 853,638 reactions. Task: Predict the reaction yield, written as a fraction of the theoretical maximum amount of product (1.0 means a 100% yield; for example, 0.34 means a 34% yield). The reactants are [OH:1][C@H:2]1[C@@H:6]([OH:7])[CH2:5][N:4]([C:8]([O:10][C:11]([CH3:14])([CH3:13])[CH3:12])=[O:9])[C@@H:3]1[C:15]([O:17][CH3:18])=[O:16].[C:19]1(C)[CH:24]=CC(S([O-])(=O)=O)=C[CH:20]=1.[NH+]1C=CC=CC=1. The catalyst is COC(OC)(C)C.C(OCC)C. The product is [CH3:20][C:19]1([CH3:24])[O:7][CH:6]2[CH2:5][N:4]([C:8]([O:10][C:11]([CH3:14])([CH3:13])[CH3:12])=[O:9])[CH:3]([C:15]([O:17][CH3:18])=[O:16])[CH:2]2[O:1]1. The yield is 0.820.